From a dataset of Full USPTO retrosynthesis dataset with 1.9M reactions from patents (1976-2016). Predict the reactants needed to synthesize the given product. (1) Given the product [OH:18][CH2:19][C:20]1[N:21]=[CH:22][N:23]([C:2]2[CH:10]=[CH:9][C:8]([N:11]3[CH:16]=[CH:15][CH:14]=[CH:13][C:12]3=[O:17])=[CH:7][C:3]=2[C:4]([OH:6])=[O:5])[CH:24]=1, predict the reactants needed to synthesize it. The reactants are: I[C:2]1[CH:10]=[CH:9][C:8]([N:11]2[CH:16]=[CH:15][CH:14]=[CH:13][C:12]2=[O:17])=[CH:7][C:3]=1[C:4]([OH:6])=[O:5].[OH:18][CH2:19][C:20]1[N:21]=[CH:22][NH:23][CH:24]=1.OC1C=CC=C2C=1N=CC=C2.C([O-])([O-])=O.[K+].[K+]. (2) The reactants are: [F:1][C:2]1[CH:8]=[CH:7][C:5]([NH2:6])=[C:4]([O:9][CH3:10])[CH:3]=1.[C:11](OCC)(=[O:16])[CH2:12][C:13]([CH3:15])=O.[OH-].[Na+]. Given the product [F:1][C:2]1[CH:8]=[C:7]2[C:5](=[C:4]([O:9][CH3:10])[CH:3]=1)[N:6]=[C:13]([CH3:15])[CH:12]=[C:11]2[OH:16], predict the reactants needed to synthesize it. (3) Given the product [ClH:18].[NH2:14][CH2:11][C:5]1[CH:6]=[CH:7][C:8]([F:10])=[CH:9][C:4]=1[C:3]([O:2][CH3:1])=[O:13], predict the reactants needed to synthesize it. The reactants are: [CH3:1][O:2][C:3](=[O:13])[C:4]1[CH:9]=[C:8]([F:10])[CH:7]=[CH:6][C:5]=1[CH2:11]Br.[N-:14]=[N+]=[N-].[Na+].[ClH:18]. (4) Given the product [Cl:1][C:2]1[CH:3]=[CH:4][CH:5]=[C:6]2[C:11]=1[N:10]=[N:9][C:8]([C:12]1[CH:13]=[CH:14][CH:15]=[CH:16][CH:17]=1)=[C:7]2[C:18]1[CH:19]=[C:20]([NH:24][CH2:36][C:33]2[S:32][C:31]3[CH:30]=[CH:29][CH:28]=[C:27]([C:26]([F:38])([F:25])[F:39])[C:35]=3[CH:34]=2)[CH:21]=[CH:22][CH:23]=1, predict the reactants needed to synthesize it. The reactants are: [Cl:1][C:2]1[CH:3]=[CH:4][CH:5]=[C:6]2[C:11]=1[N:10]=[N:9][C:8]([C:12]1[CH:17]=[CH:16][CH:15]=[CH:14][CH:13]=1)=[C:7]2[C:18]1[CH:19]=[C:20]([NH2:24])[CH:21]=[CH:22][CH:23]=1.[F:25][C:26]([F:39])([F:38])[C:27]1[C:35]2[CH:34]=[C:33]([CH:36]=O)[S:32][C:31]=2[CH:30]=[CH:29][CH:28]=1. (5) Given the product [Cl:11][C:12]1[C:17]([Cl:18])=[CH:16][CH:15]=[CH:14][C:13]=1[S:19]([NH:1][C:2]1[CH:7]=[CH:6][C:5]([CH2:8][C:9]#[N:10])=[CH:4][CH:3]=1)(=[O:21])=[O:20], predict the reactants needed to synthesize it. The reactants are: [NH2:1][C:2]1[CH:7]=[CH:6][C:5]([CH2:8][C:9]#[N:10])=[CH:4][CH:3]=1.[Cl:11][C:12]1[C:17]([Cl:18])=[CH:16][CH:15]=[CH:14][C:13]=1[S:19](Cl)(=[O:21])=[O:20].O. (6) Given the product [Br:1][C:2]1[CH:3]=[C:4]([CH:8]=[CH:9][N:10]=1)[C:5]([NH:18][C:17]1[CH:19]=[CH:20][C:14]([CH:11]([CH3:13])[CH3:12])=[CH:15][CH:16]=1)=[O:7], predict the reactants needed to synthesize it. The reactants are: [Br:1][C:2]1[CH:3]=[C:4]([CH:8]=[CH:9][N:10]=1)[C:5]([OH:7])=O.[CH:11]([C:14]1[CH:20]=[CH:19][C:17]([NH2:18])=[CH:16][CH:15]=1)([CH3:13])[CH3:12]. (7) Given the product [CH3:20][N:21]1[CH2:23][CH2:25][C@@H:9]([C:10]2[CH:15]=[C:14]([Cl:16])[CH:13]=[CH:12][C:11]=2[OH:17])[C@@H:8]1[C:3]1[CH:4]=[CH:5][CH:6]=[CH:7][C:2]=1[Cl:1], predict the reactants needed to synthesize it. The reactants are: [Cl:1][C:2]1[CH:7]=[CH:6][CH:5]=[CH:4][C:3]=1/[CH:8]=[CH:9]/[C:10]1[CH:15]=[C:14]([Cl:16])[CH:13]=[CH:12][C:11]=1[OH:17].O.O.[CH3:20][N+:21]([O-])([CH3:23])C.[CH3:25][Si]([N-][Si](C)(C)C)(C)C.[Li+].O. (8) Given the product [Br:1][C:2]1[CH:3]=[CH:4][C:5]([NH:12][C:30]([NH:29][CH2:28][C:22]2[CH:23]=[CH:24][C:25]([Cl:27])=[CH:26][C:21]=2[Cl:20])=[O:31])=[C:6]2[C:11]=1[CH:10]=[N:9][CH:8]=[CH:7]2, predict the reactants needed to synthesize it. The reactants are: [Br:1][C:2]1[C:11]2[CH:10]=[N:9][CH:8]=[CH:7][C:6]=2[C:5]([NH2:12])=[CH:4][CH:3]=1.C1(C)C=CC=CC=1.[Cl:20][C:21]1[CH:26]=[C:25]([Cl:27])[CH:24]=[CH:23][C:22]=1[CH2:28][N:29]=[C:30]=[O:31]. (9) Given the product [NH2:4][C:5]12[CH2:18][C:9]3([CH3:19])[CH2:10][C:11]([NH2:14])([CH2:13][C:7]([CH3:20])([CH2:8]3)[CH2:6]1)[CH2:12]2, predict the reactants needed to synthesize it. The reactants are: C([NH:4][C:5]12[CH2:18][C:9]3([CH3:19])[CH2:10][C:11]([NH:14]C(=O)C)([CH2:13][C:7]([CH3:20])([CH2:8]3)[CH2:6]1)[CH2:12]2)(=O)C.C(O)COCCO. (10) Given the product [OH:2][CH2:3][C:5]1[CH:10]=[CH:9][N:8]=[C:7]([N:11]2[CH2:12][CH2:13][N:14]([C:17]([O:19][CH2:20][C:21]([CH3:24])([CH3:23])[CH3:22])=[O:18])[CH2:15][CH2:16]2)[CH:6]=1, predict the reactants needed to synthesize it. The reactants are: C[O:2][C:3]([C:5]1[CH:10]=[CH:9][N:8]=[C:7]([N:11]2[CH2:16][CH2:15][N:14]([C:17]([O:19][CH2:20][C:21]([CH3:24])([CH3:23])[CH3:22])=[O:18])[CH2:13][CH2:12]2)[CH:6]=1)=O.[BH4-].[Li+].[OH-].[Na+].